Dataset: Forward reaction prediction with 1.9M reactions from USPTO patents (1976-2016). Task: Predict the product of the given reaction. (1) Given the reactants [Cl:1][C:2]1[CH:9]=[CH:8][C:5]([CH2:6][NH2:7])=[CH:4][CH:3]=1.[Br:10][C:11]1[CH:16]=[CH:15][CH:14]=[C:13](Br)[N:12]=1, predict the reaction product. The product is: [Br:10][C:11]1[N:12]=[C:13]([NH:7][CH2:6][C:5]2[CH:8]=[CH:9][C:2]([Cl:1])=[CH:3][CH:4]=2)[CH:14]=[CH:15][CH:16]=1. (2) Given the reactants [OH:1][CH2:2][C:3]1[NH:12][C:11](=[O:13])[C:10]2[C:5](=[CH:6][CH:7]=[CH:8][CH:9]=2)[N:4]=1.[C:14](OC(=O)C)(=[O:16])[CH3:15], predict the reaction product. The product is: [C:14]([O:1][CH2:2][C:3]1[NH:12][C:11](=[O:13])[C:10]2[C:5](=[CH:6][CH:7]=[CH:8][CH:9]=2)[N:4]=1)(=[O:16])[CH3:15]. (3) Given the reactants [N+:1]([C:4]1[CH:9]=[CH:8][C:7]([S:10]([N:13]2[CH2:18][CH2:17][N:16]([C:19]3[CH:24]=[CH:23][C:22]([C:25]([OH:34])([C:30]([F:33])([F:32])[F:31])[C:26]([F:29])([F:28])[F:27])=[CH:21][CH:20]=3)[CH2:15][CH2:14]2)(=[O:12])=[O:11])=[CH:6][CH:5]=1)([O-])=O, predict the reaction product. The product is: [NH2:1][C:4]1[CH:5]=[CH:6][C:7]([S:10]([N:13]2[CH2:14][CH2:15][N:16]([C:19]3[CH:20]=[CH:21][C:22]([C:25]([OH:34])([C:26]([F:29])([F:28])[F:27])[C:30]([F:31])([F:32])[F:33])=[CH:23][CH:24]=3)[CH2:17][CH2:18]2)(=[O:11])=[O:12])=[CH:8][CH:9]=1. (4) Given the reactants [C:1]1([C:7]2[O:11][C:10]([CH:12]3[CH2:16][CH2:15][CH:14]([C:17]([O:19]C)=[O:18])[CH2:13]3)=[N:9][N:8]=2)[CH:6]=[CH:5][CH:4]=[CH:3][CH:2]=1.[OH-].[Na+], predict the reaction product. The product is: [C:1]1([C:7]2[O:11][C:10]([CH:12]3[CH2:16][CH2:15][CH:14]([C:17]([OH:19])=[O:18])[CH2:13]3)=[N:9][N:8]=2)[CH:2]=[CH:3][CH:4]=[CH:5][CH:6]=1. (5) Given the reactants [Cl:1][C:2]1[NH:3][CH:4]=[C:5]([N+:7]([O-:9])=[O:8])[N:6]=1.[C:10]1([C:16]2[CH:17]=[CH:18][C:19]3[O:23][C:22](=[O:24])[N:21]([CH2:25][C:26]4([CH3:29])[CH2:28][O:27]4)[C:20]=3[CH:30]=2)[CH:15]=[CH:14][CH:13]=[CH:12][CH:11]=1.C([O-])(=O)C.[Na+], predict the reaction product. The product is: [Cl:1][C:2]1[N:3]([CH2:28][C:26]2([CH3:29])[O:27][C:22](=[O:24])[N:21]([C:20]3[CH:30]=[C:16]([C:10]4[CH:11]=[CH:12][CH:13]=[CH:14][CH:15]=4)[CH:17]=[CH:18][C:19]=3[OH:23])[CH2:25]2)[CH:4]=[C:5]([N+:7]([O-:9])=[O:8])[N:6]=1.